From a dataset of Full USPTO retrosynthesis dataset with 1.9M reactions from patents (1976-2016). Predict the reactants needed to synthesize the given product. (1) Given the product [NH2:1][C:2]1[CH:33]=[CH:32][C:5]([CH2:6][NH:7][C:8](=[O:31])[NH:9][CH:10]([CH2:16][C:17]2[CH:22]=[CH:21][CH:20]=[C:19]([OH:23])[CH:18]=2)[C:11]([O:13][CH2:14][CH3:15])=[O:12])=[CH:4][CH:3]=1, predict the reactants needed to synthesize it. The reactants are: [NH2:1][C:2]1[CH:33]=[CH:32][C:5]([CH2:6][NH:7][C:8](=[O:31])[NH:9][CH:10]([CH2:16][C:17]2[CH:22]=[CH:21][CH:20]=[C:19]([O:23]CC3C=CC=CC=3)[CH:18]=2)[C:11]([O:13][CH2:14][CH3:15])=[O:12])=[CH:4][CH:3]=1. (2) The reactants are: [CH3:1][CH:2]([CH:6]([C:17]1[C:25]2[C:20](=[C:21]([CH2:26][S:27][CH3:28])[CH:22]=[CH:23][CH:24]=2)[NH:19][CH:18]=1)[C:7]1[CH:12]=[CH:11][C:10]([C:13]([F:16])([F:15])[F:14])=[CH:9][CH:8]=1)[CH2:3][C:4]#[N:5].ClCCl.ClC1C=CC=C(C(OO)=[O:40])C=1. Given the product [CH3:1][CH:2]([CH:6]([C:17]1[C:25]2[C:20](=[C:21]([CH2:26][S:27]([CH3:28])=[O:40])[CH:22]=[CH:23][CH:24]=2)[NH:19][CH:18]=1)[C:7]1[CH:12]=[CH:11][C:10]([C:13]([F:15])([F:14])[F:16])=[CH:9][CH:8]=1)[CH2:3][C:4]#[N:5], predict the reactants needed to synthesize it. (3) Given the product [CH2:45]([O:44][C:42]([O:26][C:24]1[CH:25]=[C:20]([N:17]2[CH2:18][CH2:19][N:14]([S:11]([C:8]3[CH:9]=[CH:10][C:5]([O:4][CH:1]([CH3:3])[CH3:2])=[CH:6][CH:7]=3)(=[O:12])=[O:13])[CH2:15][CH2:16]2)[CH:21]=[CH:22][C:23]=1[C:27]1[O:28][CH:29]=[CH:30][N:31]=1)=[O:43])[CH3:46], predict the reactants needed to synthesize it. The reactants are: [CH:1]([O:4][C:5]1[CH:10]=[CH:9][C:8]([S:11]([N:14]2[CH2:19][CH2:18][N:17]([C:20]3[CH:21]=[CH:22][C:23]([C:27]4[O:28][CH:29]=[CH:30][N:31]=4)=[C:24]([OH:26])[CH:25]=3)[CH2:16][CH2:15]2)(=[O:13])=[O:12])=[CH:7][CH:6]=1)([CH3:3])[CH3:2].[I-].[K+].C(=O)([O-])[O-].[K+].[K+].BrC[C:42]([O:44][CH2:45][CH3:46])=[O:43].C(O)(=O)C. (4) Given the product [Cl:16][C:17]1[CH:22]=[C:21]([O:9][C:4]2[CH:5]=[CH:6][C:7]([NH2:8])=[C:2]([F:1])[CH:3]=2)[CH:20]=[CH:19][N:18]=1, predict the reactants needed to synthesize it. The reactants are: [F:1][C:2]1[CH:3]=[C:4]([OH:9])[CH:5]=[CH:6][C:7]=1[NH2:8].CC(C)([O-])C.[K+].[Cl:16][C:17]1[CH:22]=[C:21](Cl)[CH:20]=[CH:19][N:18]=1. (5) Given the product [N:20]1([C:25]2[N:30]=[CH:29][C:28]([CH2:31][C:32]([N:17]3[CH2:16][CH2:15][CH:14]([CH2:13][CH2:12][C:10]4[CH:9]=[CH:8][C:7]5[C:3](=[O:2])[O:4][CH2:5][C:6]=5[CH:11]=4)[CH2:19][CH2:18]3)=[O:33])=[CH:27][CH:26]=2)[CH:24]=[N:23][N:22]=[N:21]1, predict the reactants needed to synthesize it. The reactants are: [Cl-].[O:2]=[C:3]1[C:7]2[CH:8]=[CH:9][C:10]([CH2:12][CH2:13][CH:14]3[CH2:19][CH2:18][NH2+:17][CH2:16][CH2:15]3)=[CH:11][C:6]=2[CH2:5][O:4]1.[N:20]1([C:25]2[N:30]=[CH:29][C:28]([CH2:31][C:32](O)=[O:33])=[CH:27][CH:26]=2)[CH:24]=[N:23][N:22]=[N:21]1. (6) The reactants are: C[C:2]1(C)[O:6][C:5](=[CH:7][C:8]([N:10]([CH2:16][C:17]2[CH:22]=[CH:21][C:20]([F:23])=[CH:19][CH:18]=2)[O:11][CH2:12][CH:13]([CH3:15])[CH3:14])=[O:9])[C:4](=[O:24])[O:3]1. Given the product [CH3:2][O:3][C:4](=[O:24])[C:5]([OH:6])=[CH:7][C:8](=[O:9])[N:10]([CH2:16][C:17]1[CH:18]=[CH:19][C:20]([F:23])=[CH:21][CH:22]=1)[O:11][CH2:12][CH:13]([CH3:15])[CH3:14], predict the reactants needed to synthesize it. (7) Given the product [C:24]([O:28][C:16]([N:9]1[CH2:8][CH:7]2[CH2:15][CH:11]([C:12]3[CH:13]=[CH:14][C:4]([C:1](=[O:3])[CH3:2])=[CH:5][C:6]=32)[CH2:10]1)=[O:21])([CH3:27])([CH3:26])[CH3:25], predict the reactants needed to synthesize it. The reactants are: [C:1]([C:4]1[CH:14]=[CH:13][C:12]2[CH:11]3[CH2:15][CH:7]([CH2:8][N:9]([C:16](=[O:21])C(F)(F)F)[CH2:10]3)[C:6]=2[CH:5]=1)(=[O:3])[CH3:2].[NH4+].[OH-].[C:24]([O:28]C(OC([O:28][C:24]([CH3:27])([CH3:26])[CH3:25])=O)=O)([CH3:27])([CH3:26])[CH3:25].O. (8) Given the product [Cl:1][C:2]1[CH:7]=[CH:6][C:5]([C@:8]2([O:26][C@H:25]([CH2:27][O:28][C:29](=[O:31])[CH3:30])[C@@H:20]([O:21][C:22](=[O:24])[CH3:23])[C@H:15]([O:16][C:17](=[O:19])[CH3:18])[C@H:10]2[O:11][C:12](=[O:14])[CH3:13])[OH:9])=[CH:4][C:3]=1[CH2:32][C:33]1[CH:38]=[CH:37][C:36]([C:48]#[C:47][C:49]2[CH:53]=[CH:52][S:51][CH:50]=2)=[CH:35][CH:34]=1, predict the reactants needed to synthesize it. The reactants are: [Cl:1][C:2]1[CH:7]=[CH:6][C:5]([C@:8]2([O:26][C@H:25]([CH2:27][O:28][C:29](=[O:31])[CH3:30])[C@@H:20]([O:21][C:22](=[O:24])[CH3:23])[C@H:15]([O:16][C:17](=[O:19])[CH3:18])[C@H:10]2[O:11][C:12](=[O:14])[CH3:13])[OH:9])=[CH:4][C:3]=1[CH2:32][C:33]1[CH:38]=[CH:37][C:36](OS(C(F)(F)F)(=O)=O)=[CH:35][CH:34]=1.[C:47]([C:49]1[CH:53]=[CH:52][S:51][CH:50]=1)#[CH:48]. (9) Given the product [CH2:6]([O:8][C:9]1[CH:10]([CH2:19][CH:20]([CH2:21][C:22]2[CH:23]=[CH:24][C:25]3[C:30](=[C:29]([O:32][CH2:33][CH2:34][O:35][CH3:36])[CH:28]=[CH:27][CH:26]=3)[CH:31]=2)[CH:37]([CH3:38])[CH3:39])[N:11]=[C:12]([O:15][CH2:16][CH3:17])[CH2:13][N:14]=1)[CH3:7], predict the reactants needed to synthesize it. The reactants are: C([Li])CCC.[CH2:6]([O:8][C:9]1[CH2:10][N:11]=[C:12]([O:15][CH2:16][CH3:17])[CH2:13][N:14]=1)[CH3:7].Br[CH2:19][CH:20]([CH:37]([CH3:39])[CH3:38])[CH2:21][C:22]1[CH:31]=[C:30]2[C:25]([CH:26]=[CH:27][CH:28]=[C:29]2[O:32][CH2:33][CH2:34][O:35][CH3:36])=[CH:24][CH:23]=1. (10) Given the product [C:11]1([C:2]2[CH:3]=[N:4][C:5]([C:8]([OH:10])=[O:9])=[N:6][CH:7]=2)[CH:16]=[CH:15][CH:14]=[CH:13][CH:12]=1, predict the reactants needed to synthesize it. The reactants are: Br[C:2]1[CH:3]=[N:4][C:5]([C:8]([OH:10])=[O:9])=[N:6][CH:7]=1.[C:11]1(B(O)O)[CH:16]=[CH:15][CH:14]=[CH:13][CH:12]=1.C(=O)([O-])O.[Na+].